This data is from Catalyst prediction with 721,799 reactions and 888 catalyst types from USPTO. The task is: Predict which catalyst facilitates the given reaction. (1) Reactant: [CH3:1][C:2]([O:5][C:6]([N:8]1[CH:12]2[CH2:13][CH:14]([OH:16])[CH2:15][CH:9]1[CH2:10][CH2:11]2)=[O:7])([CH3:4])[CH3:3].C1OCCOCCOCCOCCOCCOC1.CC(C)([O-])C.[K+].Cl[CH2:42][C:43]1[C:44]([CH:51]2[CH2:53][CH:52]2[C:54]2[CH:59]=[CH:58][CH:57]=[CH:56][CH:55]=2)=[N:45][O:46][C:47]=1[CH:48]1[CH2:50][CH2:49]1. Product: [CH:48]1([C:47]2[O:46][N:45]=[C:44]([CH:51]3[CH2:53][CH:52]3[C:54]3[CH:59]=[CH:58][CH:57]=[CH:56][CH:55]=3)[C:43]=2[CH2:42][O:16][CH:14]2[CH2:15][CH:9]3[N:8]([C:6]([O:5][C:2]([CH3:1])([CH3:3])[CH3:4])=[O:7])[CH:12]([CH2:11][CH2:10]3)[CH2:13]2)[CH2:50][CH2:49]1. The catalyst class is: 20. (2) Reactant: C(N(CC)CC)C.[NH2:8][C:9]1[S:18][CH2:17][C@H:16]2[C@:11]([C:21]3[CH:26]=[C:25]([N+:27]([O-:29])=[O:28])[CH:24]=[CH:23][C:22]=3[F:30])([CH2:12][O:13][C@@H:14]([CH2:19][OH:20])[CH2:15]2)[N:10]=1.[C:31](O[C:31]([O:33][C:34]([CH3:37])([CH3:36])[CH3:35])=[O:32])([O:33][C:34]([CH3:37])([CH3:36])[CH3:35])=[O:32]. Product: [F:30][C:22]1[CH:23]=[CH:24][C:25]([N+:27]([O-:29])=[O:28])=[CH:26][C:21]=1[C@@:11]12[N:10]=[C:9]([NH:8][C:31](=[O:32])[O:33][C:34]([CH3:37])([CH3:36])[CH3:35])[S:18][CH2:17][C@@H:16]1[CH2:15][C@H:14]([CH2:19][OH:20])[O:13][CH2:12]2. The catalyst class is: 1. (3) Reactant: Cl.Cl.[NH2:3][CH2:4][CH2:5][N:6]1[C:14]2[C:13]([NH:15][C:16]3[CH:21]=[CH:20][C:19]([O:22][C:23]4[C:28]5[CH:29]=[CH:30][S:31][C:27]=5[CH:26]=[CH:25][CH:24]=4)=[C:18]([Cl:32])[CH:17]=3)=[N:12][CH:11]=[N:10][C:9]=2[CH:8]=[CH:7]1.[OH:33][C:34]([CH3:40])([CH3:39])[CH2:35][C:36](O)=[O:37].ON1C2C=CC=CC=2N=N1.Cl.C(N=C=NCCCN(C)C)C. Product: [S:31]1[C:27]2[CH:26]=[CH:25][CH:24]=[C:23]([O:22][C:19]3[CH:20]=[CH:21][C:16]([NH:15][C:13]4[C:14]5[N:6]([CH2:5][CH2:4][NH:3][C:36](=[O:37])[CH2:35][C:34]([OH:33])([CH3:40])[CH3:39])[CH:7]=[CH:8][C:9]=5[N:10]=[CH:11][N:12]=4)=[CH:17][C:18]=3[Cl:32])[C:28]=2[CH:29]=[CH:30]1. The catalyst class is: 681. (4) Reactant: C1(C)C=CC(S([O-])(=O)=O)=CC=1.[C:12]([C:14]1[CH:19]=[CH:18][C:17]([CH2:20][C@@:21]([NH3+:35])([C:23](=[O:34])[NH:24][C:25]2[CH:30]=[C:29]([Cl:31])[C:28]([F:32])=[C:27]([Cl:33])[CH:26]=2)[CH3:22])=[CH:16][CH:15]=1)#[N:13].C1([O:42][C:43](=O)[NH:44][CH2:45][CH:46]([O:49][CH3:50])[O:47][CH3:48])C=CC=CC=1.CN1CCOCC1.C([O-])([O-])=O.[Na+].[Na+]. Product: [C:12]([C:14]1[CH:15]=[CH:16][C:17]([CH2:20][C@:21]([NH:35][C:43]([NH:44][CH2:45][CH:46]([O:49][CH3:50])[O:47][CH3:48])=[O:42])([CH3:22])[C:23]([NH:24][C:25]2[CH:30]=[C:29]([Cl:31])[C:28]([F:32])=[C:27]([Cl:33])[CH:26]=2)=[O:34])=[CH:18][CH:19]=1)#[N:13]. The catalyst class is: 197. (5) Reactant: [F:1][C:2]1[CH:7]=[CH:6][CH:5]=[CH:4][C:3]=1[O:8][CH3:9].C([Li])(CC)C.CN(C)[CH:17]=[O:18].C(O)(=O)C. Product: [F:1][C:2]1[C:3]([O:8][CH3:9])=[CH:4][CH:5]=[CH:6][C:7]=1[CH:17]=[O:18]. The catalyst class is: 375. (6) Reactant: [NH2:1][C:2]1[N:10]=[CH:9][C:8]([Cl:11])=[CH:7][C:3]=1[C:4]([NH2:6])=[O:5].Br[CH2:13][C:14]1[CH:19]=[C:18]([Cl:20])[CH:17]=[CH:16][C:15]=1[S:21]([CH3:24])(=[O:23])=[O:22].C(OCC)(=O)C. Product: [ClH:11].[Cl:11][C:8]1[CH:7]=[C:3]([C:4]([NH2:6])=[O:5])[C:2](=[NH:1])[N:10]([CH2:13][C:14]2[CH:19]=[C:18]([Cl:20])[CH:17]=[CH:16][C:15]=2[S:21]([CH3:24])(=[O:23])=[O:22])[CH:9]=1. The catalyst class is: 3. (7) Reactant: [CH3:1][C:2]1[C:3](=[O:10])[C:4]([CH3:9])=[CH:5][C:6](=[O:8])[CH:7]=1.S(S([O-])=O)([O-])=O.[Na+].[Na+]. Product: [CH3:1][C:2]1[CH:7]=[C:6]([OH:8])[CH:5]=[C:4]([CH3:9])[C:3]=1[OH:10]. The catalyst class is: 161. (8) The catalyst class is: 1. Product: [N:1]1([C:12]([O:14][C:15]([CH3:18])([CH3:17])[CH3:16])=[O:13])[CH2:11][CH2:10][CH2:9][CH:3]([C:4]([O:6][CH2:7][CH3:8])=[O:5])[CH2:2]1. Reactant: [NH:1]1[CH2:11][CH2:10][CH2:9][CH:3]([C:4]([O:6][CH2:7][CH3:8])=[O:5])[CH2:2]1.[C:12](O[C:12]([O:14][C:15]([CH3:18])([CH3:17])[CH3:16])=[O:13])([O:14][C:15]([CH3:18])([CH3:17])[CH3:16])=[O:13]. (9) Reactant: CN(C(ON1N=NC2C=CC=NC1=2)=[N+](C)C)C.F[P-](F)(F)(F)(F)F.[F:25][C:26]([F:44])([F:43])[C:27]1[CH:32]=[CH:31][CH:30]=[CH:29][C:28]=1[C:33]1[CH:34]=[CH:35][C:36]2[N:37]([C:39]([NH2:42])=[CH:40][N:41]=2)[N:38]=1.[OH:45][C:46]1[N:51]=[CH:50][N:49]=[C:48]([C:52](O)=[O:53])[CH:47]=1.N1C=CC=CC=1. Product: [OH:45][C:46]1[N:51]=[CH:50][N:49]=[C:48]([C:52]([NH:42][C:39]2[N:37]3[N:38]=[C:33]([C:28]4[CH:29]=[CH:30][CH:31]=[CH:32][C:27]=4[C:26]([F:25])([F:43])[F:44])[CH:34]=[CH:35][C:36]3=[N:41][CH:40]=2)=[O:53])[CH:47]=1. The catalyst class is: 144. (10) Product: [CH3:1][N:2]1[CH:6]=[C:5]([C:7]2[CH:12]=[CH:11][C:10]3[N:13]([C:14]4[S:18][C:17]([C:19]([O:21][CH3:22])=[O:20])=[C:16]([O:23][CH2:24][C:25]5[CH:30]=[CH:29][CH:28]=[CH:27][CH:26]=5)[CH:15]=4)[CH:34]=[N:31][C:9]=3[CH:8]=2)[CH:4]=[N:3]1. The catalyst class is: 284. Reactant: [CH3:1][N:2]1[CH:6]=[C:5]([C:7]2[CH:12]=[CH:11][C:10]([NH:13][C:14]3[S:18][C:17]([C:19]([O:21][CH3:22])=[O:20])=[C:16]([O:23][CH2:24][C:25]4[CH:30]=[CH:29][CH:28]=[CH:27][CH:26]=4)[CH:15]=3)=[C:9]([N+:31]([O-])=O)[CH:8]=2)[CH:4]=[N:3]1.[CH3:34]OC(OC)OC.C(O)=O.